From a dataset of Catalyst prediction with 721,799 reactions and 888 catalyst types from USPTO. Predict which catalyst facilitates the given reaction. (1) Reactant: C([C:3]1[C:8]([NH:9][CH2:10][C:11]([O:13][CH2:14][CH3:15])=[O:12])=[CH:7][N:6]=[C:5]([C:16]2[CH:21]=[CH:20][C:19]([O:22]CC3C=CC=CC=3)=[C:18]([C:30]34[CH2:39][CH:34]5[CH2:35][CH:36]([CH2:38][CH:32]([CH2:33]5)[CH2:31]3)[CH2:37]4)[CH:17]=2)[N:4]=1)C.B(Br)(Br)Br. Product: [C:30]12([C:18]3[CH:17]=[C:16]([C:5]4[N:6]=[CH:7][C:8]([NH:9][CH2:10][C:11]([O:13][CH2:14][CH3:15])=[O:12])=[CH:3][N:4]=4)[CH:21]=[CH:20][C:19]=3[OH:22])[CH2:37][CH:36]3[CH2:38][CH:32]([CH2:33][CH:34]([CH2:35]3)[CH2:39]1)[CH2:31]2. The catalyst class is: 2. (2) Reactant: [OH:1][CH2:2][C:3]1[CH:4]=[CH:5][C:6]([O:18][CH3:19])=[C:7]([CH:17]=1)[O:8][C:9]1[CH:10]=[C:11]([CH:14]=[CH:15][CH:16]=1)[C:12]#[N:13].N1C=CC=CC=1.Cl[C:27]([O:29][CH3:30])=[O:28]. Product: [CH3:30][O:29][C:27](=[O:28])[O:1][CH2:2][C:3]1[CH:4]=[CH:5][C:6]([O:18][CH3:19])=[C:7]([O:8][C:9]2[CH:16]=[CH:15][CH:14]=[C:11]([C:12]#[N:13])[CH:10]=2)[CH:17]=1. The catalyst class is: 7. (3) Reactant: Cl.[NH:2]1[CH2:5][CH:4]([C:6]2[CH:15]=[CH:14][C:13]3[C:8](=[CH:9][CH:10]=[CH:11][CH:12]=3)[N:7]=2)[CH2:3]1.C([O-])([O-])=O.[Cs+].[Cs+].[Cl:22][C:23]1[C:28](Cl)=[N:27][CH:26]=[CH:25][N:24]=1. Product: [Cl:22][C:23]1[C:28]([N:2]2[CH2:3][CH:4]([C:6]3[CH:15]=[CH:14][C:13]4[C:8](=[CH:9][CH:10]=[CH:11][CH:12]=4)[N:7]=3)[CH2:5]2)=[N:27][CH:26]=[CH:25][N:24]=1. The catalyst class is: 18. (4) Reactant: [Cl:1][C:2]1[O:25][C:5]2=[C:6]([N:10](C(OC(C)(C)C)=O)C(OC(C)(C)C)=O)[N:7]=[CH:8][CH:9]=[C:4]2[CH:3]=1.Cl.O1CCOCC1. Product: [Cl:1][C:2]1[O:25][C:5]2=[C:6]([NH2:10])[N:7]=[CH:8][CH:9]=[C:4]2[CH:3]=1. The catalyst class is: 2. (5) Reactant: [CH:1]([C:4]1[CH:9]=[CH:8][C:7]([Mg]Br)=[CH:6][CH:5]=1)([CH3:3])[CH3:2].[Cl:12][C:13]1[CH:21]=[C:20]2[C:16]([C:17](=[O:23])[C:18](=[O:22])[NH:19]2)=[CH:15][CH:14]=1. Product: [Cl:12][C:13]1[CH:21]=[C:20]2[C:16]([C:17]([OH:23])([C:7]3[CH:8]=[CH:9][C:4]([CH:1]([CH3:3])[CH3:2])=[CH:5][CH:6]=3)[C:18](=[O:22])[NH:19]2)=[CH:15][CH:14]=1. The catalyst class is: 7.